This data is from Peptide-MHC class I binding affinity with 185,985 pairs from IEDB/IMGT. The task is: Regression. Given a peptide amino acid sequence and an MHC pseudo amino acid sequence, predict their binding affinity value. This is MHC class I binding data. (1) The peptide sequence is IVLCIAAL. The MHC is H-2-Db with pseudo-sequence H-2-Db. The binding affinity (normalized) is 0.228. (2) The peptide sequence is HQAAMQIIRDI. The MHC is Mamu-A07 with pseudo-sequence Mamu-A07. The binding affinity (normalized) is 0. (3) The peptide sequence is IEGRDRTIAW. The MHC is Mamu-A11 with pseudo-sequence Mamu-A11. The binding affinity (normalized) is 0.0359. (4) The binding affinity (normalized) is 0.0606. The MHC is HLA-B44:02 with pseudo-sequence HLA-B44:02. The peptide sequence is LFCASDAKAY. (5) The MHC is HLA-A68:02 with pseudo-sequence HLA-A68:02. The binding affinity (normalized) is 0.0847. The peptide sequence is SPKIDRGWV.